This data is from PAMPA (Parallel Artificial Membrane Permeability Assay) permeability data from NCATS. The task is: Regression/Classification. Given a drug SMILES string, predict its absorption, distribution, metabolism, or excretion properties. Task type varies by dataset: regression for continuous measurements (e.g., permeability, clearance, half-life) or binary classification for categorical outcomes (e.g., BBB penetration, CYP inhibition). Dataset: pampa_ncats. (1) The drug is C/C/1=C\CC[C@@]2([C@H](O2)[C@@H]3[C@@H](CC1)C(=C)C(=O)O3)C. The result is 1 (high permeability). (2) The drug is C1CC2=C(C(N=C(N2)NC3=NC4=C(O3)C=C(C=C4)Cl)C5=C(C=NN5)Cl)C(=O)C1. The result is 1 (high permeability). (3) The drug is CCC1=CC(=CC=C1)NC(=O)CSC2=NC3=CC=CC=C3N=C2N4CCCCC4. The result is 1 (high permeability). (4) The compound is C1CC2=C(C(N=C(N2)NC3=NC4=CC=CC=C4O3)C5=C(C=NN5)Br)C(=O)C1. The result is 1 (high permeability). (5) The result is 1 (high permeability). The molecule is C1=CC=C(C(=C1)C2=NC3=C(C(=N2)NCC4=CC=C(C=C4)C5=CC(=NC=C5)C(F)(F)F)SC=C3)C(F)(F)F.